From a dataset of Forward reaction prediction with 1.9M reactions from USPTO patents (1976-2016). Predict the product of the given reaction. (1) The product is: [CH2:24]([O:23][C:21]([CH:18]1[CH2:19][CH2:20][CH:16]([C:14]([O:13][CH2:11][CH3:12])=[O:15])[N:17]1[C:26]1[CH:27]=[CH:28][C:29]([Cl:32])=[CH:30][CH:31]=1)=[O:22])[CH3:25]. Given the reactants ClC1C=CC(N)=CC=1.[I-].[K+].[CH2:11]([O:13][C:14]([C@H:16]1[CH2:20][CH2:19][C@H:18]([C:21]([O:23][CH2:24][CH3:25])=[O:22])[N:17]1[C:26]1[CH:31]=[CH:30][C:29]([Cl:32])=[CH:28][CH:27]=1)=[O:15])[CH3:12], predict the reaction product. (2) The product is: [CH3:1][C@@H:2]1[CH2:3][O:4][CH2:5][CH2:6][N:7]1[CH2:8][C:9]1[CH:14]=[CH:13][CH:12]=[CH:11][CH:10]=1. Given the reactants [CH3:1][C@H:2]1[N:7]([CH2:8][C:9]2[CH:14]=[CH:13][CH:12]=[CH:11][CH:10]=2)[C:6](=O)[CH2:5][O:4][CH2:3]1.[H-].COCCO[Al+]OCCOC.[Na+].[H-], predict the reaction product.